Dataset: Reaction yield outcomes from USPTO patents with 853,638 reactions. Task: Predict the reaction yield, written as a fraction of the theoretical maximum amount of product (1.0 means a 100% yield; for example, 0.34 means a 34% yield). (1) The reactants are [C:1]([O:5][C:6](=[O:25])[C:7]1[CH:12]=[CH:11][C:10]([NH:13][C:14]([C:16]2[CH:24]=[C:23]3[C:19]([CH:20]=[CH:21][NH:22]3)=[CH:18][CH:17]=2)=[O:15])=[CH:9][CH:8]=1)([CH3:4])([CH3:3])[CH3:2].[OH-].[Na+].[CH3:28][O:29][C:30]1[CH:35]=[CH:34][C:33]([CH3:36])=[CH:32][C:31]=1[S:37](Cl)(=[O:39])=[O:38]. The catalyst is S([O-])(O)(=O)=O.C([N+](CCCC)(CCCC)CCCC)CCC. The product is [C:1]([O:5][C:6](=[O:25])[C:7]1[CH:8]=[CH:9][C:10]([NH:13][C:14]([C:16]2[CH:24]=[C:23]3[C:19]([CH:20]=[CH:21][N:22]3[S:37]([C:31]3[CH:32]=[C:33]([CH3:36])[CH:34]=[CH:35][C:30]=3[O:29][CH3:28])(=[O:39])=[O:38])=[CH:18][CH:17]=2)=[O:15])=[CH:11][CH:12]=1)([CH3:4])([CH3:2])[CH3:3]. The yield is 1.00. (2) The reactants are [S:1]([N:11]1[C:15]2=[N:16][CH:17]=[C:18]([NH:20][NH:21]C(OC(C)(C)C)=O)[N:19]=[C:14]2[CH:13]=[CH:12]1)([C:4]1[CH:10]=[CH:9][C:7]([CH3:8])=[CH:6][CH:5]=1)(=[O:3])=[O:2].S(N1C2=NC=C(N(C(OC(C)(C)C)=O)N)N=C2C=C1)(C1C=CC(C)=CC=1)(=O)=O.Cl. The catalyst is O1CCOCC1. The product is [NH:20]([C:18]1[N:19]=[C:14]2[CH:13]=[CH:12][N:11]([S:1]([C:4]3[CH:10]=[CH:9][C:7]([CH3:8])=[CH:6][CH:5]=3)(=[O:2])=[O:3])[C:15]2=[N:16][CH:17]=1)[NH2:21]. The yield is 0.500.